This data is from Forward reaction prediction with 1.9M reactions from USPTO patents (1976-2016). The task is: Predict the product of the given reaction. (1) Given the reactants Cl[C:2]1[C:11]2[C:6](=[CH:7][CH:8]=[CH:9][CH:10]=2)[N:5]=[C:4]([CH3:12])[N:3]=1.[CH3:13][O:14][C:15]1[CH:16]=[C:17]([CH:19]=[C:20]([O:24][CH3:25])[C:21]=1[O:22][CH3:23])[NH2:18].C([O-])(=O)C.[Na+], predict the reaction product. The product is: [CH3:12][C:4]1[N:3]=[C:2]([NH:18][C:17]2[CH:19]=[C:20]([O:24][CH3:25])[C:21]([O:22][CH3:23])=[C:15]([O:14][CH3:13])[CH:16]=2)[C:11]2[C:6](=[CH:7][CH:8]=[CH:9][CH:10]=2)[N:5]=1. (2) Given the reactants [Br:1][C:2]1[CH:10]=[C:9]([CH3:11])[CH:8]=[CH:7][C:3]=1[C:4](O)=[O:5].C[N:13](C=O)C, predict the reaction product. The product is: [Br:1][C:2]1[CH:10]=[C:9]([CH3:11])[CH:8]=[CH:7][C:3]=1[C:4]([NH2:13])=[O:5].